Dataset: Forward reaction prediction with 1.9M reactions from USPTO patents (1976-2016). Task: Predict the product of the given reaction. (1) Given the reactants [CH3:1][C:2]1[CH:3]=[N:4][N:5]([CH2:7][C:8]2[CH:13]=[CH:12][C:11]([CH2:14]O)=[CH:10][CH:9]=2)[CH:6]=1.C1(P(C2C=CC=CC=2)C2C=CC=CC=2)C=CC=CC=1.C(Br)(Br)(Br)[Br:36], predict the reaction product. The product is: [Br:36][CH2:14][C:11]1[CH:12]=[CH:13][C:8]([CH2:7][N:5]2[CH:6]=[C:2]([CH3:1])[CH:3]=[N:4]2)=[CH:9][CH:10]=1. (2) Given the reactants [CH2:1]([O:3][C:4]1[CH:5]=[C:6]([CH2:15][C:16](O)=[O:17])[CH:7]=[CH:8][C:9]=1[C:10]([O:12][CH2:13][CH3:14])=[O:11])[CH3:2].C1N=CN(C(N2C=NC=C2)=O)C=1.[BH4-].[Na+].O, predict the reaction product. The product is: [CH2:1]([O:3][C:4]1[CH:5]=[C:6]([CH2:15][CH2:16][OH:17])[CH:7]=[CH:8][C:9]=1[C:10]([O:12][CH2:13][CH3:14])=[O:11])[CH3:2].